From a dataset of Forward reaction prediction with 1.9M reactions from USPTO patents (1976-2016). Predict the product of the given reaction. (1) Given the reactants [CH3:1][Si:2]([C:5]#[CH:6])([CH3:4])[CH3:3].[O:7]1[C:11]2([CH2:16][CH2:15][C:14](=[O:17])[CH2:13][CH2:12]2)[O:10][CH2:9][CH2:8]1.[C-]#[C-].[Li+].[Li+].[Cl-].[NH4+], predict the reaction product. The product is: [CH3:1][Si:2]([C:5]#[C:6][C:14]1([OH:17])[CH2:15][CH2:16][C:11]2([O:10][CH2:9][CH2:8][O:7]2)[CH2:12][CH2:13]1)([CH3:4])[CH3:3]. (2) Given the reactants Cl.C[O:3][C:4](=[O:18])[CH:5]([C:9]1[C:14]([F:15])=[CH:13][CH:12]=[C:11]([Cl:16])[C:10]=1[F:17])[CH2:6][CH2:7][NH2:8].[C:19](=[O:22])(O)[O-].[Na+].[C:24](OC(OC(O[C:24]([CH3:27])([CH3:26])[CH3:25])=O)=O)([CH3:27])([CH3:26])[CH3:25], predict the reaction product. The product is: [C:24]([C:19]([NH:8][CH2:7][CH2:6][CH:5]([C:9]1[C:14]([F:15])=[CH:13][CH:12]=[C:11]([Cl:16])[C:10]=1[F:17])[C:4]([OH:3])=[O:18])=[O:22])([CH3:27])([CH3:26])[CH3:25]. (3) Given the reactants Cl.O.[NH:3]1[CH2:8][CH2:7][C:6](=[O:9])[CH2:5][CH2:4]1.[CH3:10][O:11][CH2:12][CH2:13]Br.C([O-])([O-])=O.[K+].[K+], predict the reaction product. The product is: [CH3:10][O:11][CH2:12][CH2:13][N:3]1[CH2:8][CH2:7][C:6](=[O:9])[CH2:5][CH2:4]1. (4) Given the reactants [CH:1]1[C:10]2[C:5](=CC=CC=2)[CH:4]=[C:3]([NH:11][C:12]2[CH:17]=[CH:16][CH:15]=[CH:14][N:13]=2)[N:2]=1.NC1C=CC=CN=1.C([O:29][K])(C)(C)C.[C:31]1([CH3:37])[CH:36]=[CH:35][CH:34]=[CH:33][CH:32]=1, predict the reaction product. The product is: [CH2:37]([O:29][C:5]1[CH:10]=[CH:1][N:2]=[C:3]([NH:11][C:12]2[CH:17]=[CH:16][CH:15]=[CH:14][N:13]=2)[CH:4]=1)[C:31]1[CH:36]=[CH:35][CH:34]=[CH:33][CH:32]=1. (5) Given the reactants [C:1]([OH:12])(=[O:11])[C:2]1[CH:10]=[C:8]([OH:9])[C:6]([OH:7])=[C:4]([OH:5])[CH:3]=1.OS(O)(=O)=O.[CH3:18]O, predict the reaction product. The product is: [C:1]([O:12][CH3:18])(=[O:11])[C:2]1[CH:10]=[C:8]([OH:9])[C:6]([OH:7])=[C:4]([OH:5])[CH:3]=1. (6) Given the reactants C[O:2][C:3](=[O:44])[CH2:4][CH:5]1[CH2:10][CH2:9][C@H:8]([C:11](=[O:32])[NH:12][C:13]2[CH:18]=[CH:17][C:16]([O:19][CH2:20][C:21]3[C:30]4[C:25](=[CH:26][CH:27]=[CH:28][CH:29]=4)[N:24]=[C:23]([CH3:31])[CH:22]=3)=[CH:15][CH:14]=2)[C@@H:7]([C:33](=[O:43])[NH:34][O:35][CH2:36][C:37]2[CH:42]=[CH:41][CH:40]=[CH:39][CH:38]=2)[CH2:6]1.O.[OH-].[Li+].Cl, predict the reaction product. The product is: [CH2:36]([O:35][NH:34][C:33]([C@@H:7]1[C@@H:8]([C:11](=[O:32])[NH:12][C:13]2[CH:18]=[CH:17][C:16]([O:19][CH2:20][C:21]3[C:30]4[C:25](=[CH:26][CH:27]=[CH:28][CH:29]=4)[N:24]=[C:23]([CH3:31])[CH:22]=3)=[CH:15][CH:14]=2)[CH2:9][CH2:10][CH:5]([CH2:4][C:3]([OH:44])=[O:2])[CH2:6]1)=[O:43])[C:37]1[CH:38]=[CH:39][CH:40]=[CH:41][CH:42]=1. (7) Given the reactants [C:1]([O:5][C:6](=[O:25])[NH:7][CH2:8][CH2:9][N:10]1[C:19]2[C:14](=[CH:15][CH:16]=[CH:17][CH:18]=2)[C:13](O)=[C:12]([C:21](=O)[CH3:22])[C:11]1=[O:24])([CH3:4])([CH3:3])[CH3:2].O.[NH2:27][NH2:28], predict the reaction product. The product is: [C:1]([O:5][C:6](=[O:25])[NH:7][CH2:8][CH2:9][N:10]1[C:19]2[CH:18]=[CH:17][CH:16]=[CH:15][C:14]=2[C:13]2=[N:27][NH:28][C:21]([CH3:22])=[C:12]2[C:11]1=[O:24])([CH3:2])([CH3:4])[CH3:3]. (8) Given the reactants [C:1]([N:5]1[C:9](=[O:10])[C:8](Cl)=[C:7]([C:12]2[CH:17]=[CH:16][CH:15]=[CH:14][CH:13]=2)[S:6]1(=[O:19])=[O:18])([CH3:4])([CH3:3])[CH3:2].[NH2:20][CH2:21][CH2:22][C:23]1[CH:28]=[CH:27][C:26]([S:29]([NH2:32])(=[O:31])=[O:30])=[CH:25][CH:24]=1, predict the reaction product. The product is: [C:1]([N:5]1[C:9](=[O:10])[C:8]([NH:20][CH2:21][CH2:22][C:23]2[CH:24]=[CH:25][C:26]([S:29]([NH2:32])(=[O:30])=[O:31])=[CH:27][CH:28]=2)=[C:7]([C:12]2[CH:17]=[CH:16][CH:15]=[CH:14][CH:13]=2)[S:6]1(=[O:19])=[O:18])([CH3:4])([CH3:3])[CH3:2]. (9) The product is: [C:33]([N:30]1[CH2:31][CH2:32][CH:27]([C:19]2[N:20]3[C:25]([C:24]([NH2:26])=[N:23][CH:22]=[N:21]3)=[C:17]([C:14]3[CH:15]=[CH:16][C:10]4[S:9][C:8]([CH2:1][C:2]5[CH:3]=[CH:4][CH:5]=[CH:6][CH:7]=5)=[N:12][C:11]=4[CH:13]=3)[CH:18]=2)[CH2:28][CH2:29]1)(=[O:35])[CH3:34]. Given the reactants [CH2:1]([C:8]1[S:9][C:10]2[CH:16]=[CH:15][C:14]([C:17]3[CH:18]=[C:19]([CH:27]4[CH2:32][CH2:31][NH:30][CH2:29][CH2:28]4)[N:20]4[C:25]=3[C:24]([NH2:26])=[N:23][CH:22]=[N:21]4)=[CH:13][C:11]=2[N:12]=1)[C:2]1[CH:7]=[CH:6][CH:5]=[CH:4][CH:3]=1.[C:33](Cl)(=[O:35])[CH3:34], predict the reaction product. (10) Given the reactants [CH3:1][C:2]1[C:14]([N+:15]([O-])=O)=[C:13]([C:18]([O:20][CH3:21])=[O:19])[C:12]([CH3:22])=[CH:11][C:3]=1[C:4]([O:6][C:7]([CH3:10])([CH3:9])[CH3:8])=[O:5].[H][H], predict the reaction product. The product is: [NH2:15][C:14]1[C:2]([CH3:1])=[C:3]([CH:11]=[C:12]([CH3:22])[C:13]=1[C:18]([O:20][CH3:21])=[O:19])[C:4]([O:6][C:7]([CH3:10])([CH3:9])[CH3:8])=[O:5].